This data is from Catalyst prediction with 721,799 reactions and 888 catalyst types from USPTO. The task is: Predict which catalyst facilitates the given reaction. (1) Reactant: [CH3:1][C:2]1[CH:9]=[CH:8][C:5]([C:6]#[N:7])=[CH:4][C:3]=1[N+:10]([O-:12])=[O:11].[CH2:13]([O:16][C:17](=[O:23])[C:18](OCC)=[O:19])[CH2:14]C.CC[O-].[Na+].Cl. Product: [CH2:13]([O:16][C:17](=[O:23])[C:18](=[O:19])[CH2:1][C:2]1[CH:9]=[CH:8][C:5]([C:6]#[N:7])=[CH:4][C:3]=1[N+:10]([O-:12])=[O:11])[CH3:14]. The catalyst class is: 14. (2) Reactant: [CH2:1]([O:5][C:6]1[CH:10]=[C:9]([C:11]([O:13]C)=[O:12])[N:8]([CH2:15][C:16]2[CH:21]=[CH:20][C:19]([C:22]([F:25])([F:24])[F:23])=[CH:18][CH:17]=2)[N:7]=1)[CH2:2][CH2:3][CH3:4].[OH-].[Na+].O1CCCC1. Product: [CH2:1]([O:5][C:6]1[CH:10]=[C:9]([C:11]([OH:13])=[O:12])[N:8]([CH2:15][C:16]2[CH:17]=[CH:18][C:19]([C:22]([F:25])([F:24])[F:23])=[CH:20][CH:21]=2)[N:7]=1)[CH2:2][CH2:3][CH3:4]. The catalyst class is: 8. (3) Reactant: Br[C:2]1[C:3]([NH2:8])=[N:4][CH:5]=[CH:6][CH:7]=1.[Si]([O:16][C:17]1[CH:22]=[CH:21][C:20](B(O)O)=[CH:19][CH:18]=1)(C(C)(C)C)(C)C.C(=O)([O-])[O-].[Na+].[Na+]. Product: [NH2:8][C:3]1[C:2]([C:20]2[CH:21]=[CH:22][C:17]([OH:16])=[CH:18][CH:19]=2)=[CH:7][CH:6]=[CH:5][N:4]=1. The catalyst class is: 108. (4) Reactant: [F:1][C:2]([F:17])([F:16])[C:3]1([C:6]([N:8]2[CH2:13][C@@H:12]3[CH2:14][C@H:9]2[C:10](=[O:15])[O:11]3)=[O:7])[CH2:5][CH2:4]1.Cl.[NH2:19][C:20]1([C:23]#[N:24])[CH2:22][CH2:21]1.C(C(CCCC)C([O-])=O)C.[Na+].Cl.[Cl-].[Na+]. Product: [C:23]([C:20]1([NH:19][C:10]([C@@H:9]2[CH2:14][C@H:12]([OH:11])[CH2:13][N:8]2[C:6]([C:3]2([C:2]([F:17])([F:16])[F:1])[CH2:5][CH2:4]2)=[O:7])=[O:15])[CH2:22][CH2:21]1)#[N:24]. The catalyst class is: 132. (5) Reactant: [C:1]([C:3]1[C:11]2[C:6](=[CH:7][C:8]([O:12][CH3:13])=[CH:9][CH:10]=2)[N:5]([CH2:14][CH3:15])[C:4]=1[C:16]1[CH:21]=[CH:20][C:19]([NH:22][S:23]([CH:26]=[CH2:27])(=[O:25])=[O:24])=[CH:18][CH:17]=1)#[N:2].[NH:28]1[CH2:33][CH2:32][O:31][CH2:30][CH2:29]1. The catalyst class is: 23. Product: [C:1]([C:3]1[C:11]2[C:6](=[CH:7][C:8]([O:12][CH3:13])=[CH:9][CH:10]=2)[N:5]([CH2:14][CH3:15])[C:4]=1[C:16]1[CH:21]=[CH:20][C:19]([NH:22][S:23]([CH2:26][CH2:27][N:28]2[CH2:33][CH2:32][O:31][CH2:30][CH2:29]2)(=[O:24])=[O:25])=[CH:18][CH:17]=1)#[N:2]. (6) Reactant: [NH2:1][C@H:2]([C:8]([OH:10])=[O:9])[CH2:3][CH2:4][C:5]([OH:7])=[O:6].C(=O)([O-])[O-].[Na+].[Na+].[CH3:17][C:18]1[CH:19]=[C:20]([CH:26]=[C:27]([CH3:29])[CH:28]=1)[O:21][CH2:22][C:23](Cl)=[O:24]. Product: [CH3:17][C:18]1[CH:19]=[C:20]([CH:26]=[C:27]([CH3:29])[CH:28]=1)[O:21][CH2:22][C:23]([NH:1][C@H:2]([C:8]([OH:10])=[O:9])[CH2:3][CH2:4][C:5]([OH:7])=[O:6])=[O:24]. The catalyst class is: 10. (7) Reactant: [C:1]([C:3]1[CH:8]=[CH:7][C:6]([C:9]2[N:13]3[CH:14]=[C:15]([C:18]4[CH:26]=[CH:25][C:21]([C:22](O)=[O:23])=[CH:20][CH:19]=4)[CH:16]=[CH:17][C:12]3=[N:11][CH:10]=2)=[CH:5][CH:4]=1)#[N:2].CN(C(ON1N=NC2C=CC=NC1=2)=[N+](C)C)C.F[P-](F)(F)(F)(F)F.CN1CCOCC1.[CH3:58][N:59]1[CH2:65][CH2:64][CH2:63][NH:62][CH2:61][CH2:60]1. Product: [CH3:58][N:59]1[CH2:65][CH2:64][CH2:63][N:62]([C:22]([C:21]2[CH:20]=[CH:19][C:18]([C:15]3[CH:16]=[CH:17][C:12]4[N:13]([C:9]([C:6]5[CH:7]=[CH:8][C:3]([C:1]#[N:2])=[CH:4][CH:5]=5)=[CH:10][N:11]=4)[CH:14]=3)=[CH:26][CH:25]=2)=[O:23])[CH2:61][CH2:60]1. The catalyst class is: 18.